Regression/Classification. Given a drug SMILES string, predict its absorption, distribution, metabolism, or excretion properties. Task type varies by dataset: regression for continuous measurements (e.g., permeability, clearance, half-life) or binary classification for categorical outcomes (e.g., BBB penetration, CYP inhibition). Dataset: cyp3a4_veith. From a dataset of CYP3A4 inhibition data for predicting drug metabolism from PubChem BioAssay. (1) The compound is Cc1[nH]n(C(C)(C)C)c(=O)c1Sc1ccccc1. The result is 0 (non-inhibitor). (2) The drug is CC(C)=CCC/C(C)=C/CO/N=C1/C[C@@H](O)[C@@H](O)[C@@H]2[C@@H]3C(=O)N(C(C)(C)C)C(=O)[C@H]3CC[C@@H]12. The result is 0 (non-inhibitor). (3) The molecule is CNc1ncnc2c1ncn2[C@H]1C[C@@H](OP(=O)([O-])O)[C@H](COP(=O)([O-])O)O1. The result is 0 (non-inhibitor). (4) The compound is CC(C)CSC[C@@H]1O[C@H](n2cnc3c(N)nccc32)[C@H](O)[C@@H]1O. The result is 0 (non-inhibitor). (5) The molecule is O=C(c1ccncc1)N1CCC2(CC1)CN(Cc1cc(C(F)(F)F)cc(C(F)(F)F)c1)C2. The result is 1 (inhibitor).